From a dataset of Caco-2 cell permeability data measuring drug intestinal absorption for ~900 compounds. Regression/Classification. Given a drug SMILES string, predict its absorption, distribution, metabolism, or excretion properties. Task type varies by dataset: regression for continuous measurements (e.g., permeability, clearance, half-life) or binary classification for categorical outcomes (e.g., BBB penetration, CYP inhibition). For this dataset (caco2_wang), we predict Y. (1) The molecule is COc1ccc(-c2cc(=O)c3c(O)cc(O[C@@H]4O[C@H](CO)[C@@H](O)[C@H](O)[C@H]4O)cc3o2)cc1O. The Y is -6.92 log Papp (cm/s). (2) The compound is CO/N=C(/C(=O)N[C@@H]1C(=O)N2C(C(=O)O)=C(CSc3nc(=O)c(=O)[nH]n3C)CS[C@H]12)c1csc(N)n1. The Y is -6.60 log Papp (cm/s).